From a dataset of Full USPTO retrosynthesis dataset with 1.9M reactions from patents (1976-2016). Predict the reactants needed to synthesize the given product. (1) Given the product [CH3:1][O:2][C:3](=[O:39])[C:4]1[CH:9]=[CH:8][C:7]([CH2:10][N:11]2[CH:15]=[C:14]([C:16]3[CH:21]=[CH:20][C:19]([Cl:22])=[CH:18][C:17]=3[Cl:23])[N:13]=[C:12]2/[CH:24]=[CH:25]/[C:26]2[CH:31]=[CH:30][C:29]([C:32]3[CH:33]=[CH:34][C:35]([O:38][C:41]4[CH:46]=[CH:45][C:44]([N+:47]([O-:49])=[O:48])=[CH:43][CH:42]=4)=[CH:36][CH:37]=3)=[CH:28][CH:27]=2)=[CH:6][CH:5]=1, predict the reactants needed to synthesize it. The reactants are: [CH3:1][O:2][C:3](=[O:39])[C:4]1[CH:9]=[CH:8][C:7]([CH2:10][N:11]2[CH:15]=[C:14]([C:16]3[CH:21]=[CH:20][C:19]([Cl:22])=[CH:18][C:17]=3[Cl:23])[N:13]=[C:12]2/[CH:24]=[CH:25]/[C:26]2[CH:31]=[CH:30][C:29]([C:32]3[CH:37]=[CH:36][C:35]([OH:38])=[CH:34][CH:33]=3)=[CH:28][CH:27]=2)=[CH:6][CH:5]=1.F[C:41]1[CH:46]=[CH:45][C:44]([N+:47]([O-:49])=[O:48])=[CH:43][CH:42]=1. (2) Given the product [C:1]([NH:9][CH:10]1[C:16](=[O:17])[N:15]2[CH:18]([C:22]([NH:24][CH:25]([CH:35]=[O:36])[CH2:26][CH2:27][C:28]([OH:30])=[O:29])=[O:23])[CH2:19][CH2:20][CH2:21][N:14]2[C:13](=[O:37])[CH2:12][CH2:11]1)(=[O:8])[C:2]1[CH:7]=[CH:6][CH:5]=[CH:4][CH:3]=1, predict the reactants needed to synthesize it. The reactants are: [C:1]([NH:9][CH:10]1[C:16](=[O:17])[N:15]2[CH:18]([C:22]([NH:24][CH:25]([CH:35]=[O:36])[CH2:26][CH2:27][C:28]([O:30]C(C)(C)C)=[O:29])=[O:23])[CH2:19][CH2:20][CH2:21][N:14]2[C:13](=[O:37])[CH2:12][CH2:11]1)(=[O:8])[C:2]1[CH:7]=[CH:6][CH:5]=[CH:4][CH:3]=1.FC(F)(F)C(O)=O. (3) Given the product [CH3:8][NH:7][C:9]1[N:10]=[C:11]([CH2:15][CH2:16][O:17][C:18]2[CH:19]=[C:20]3[C:24](=[CH:25][CH:26]=2)[N:23]([CH:33]([C:34]2[CH:35]=[N:36][C:37]4[C:42]([CH:43]=2)=[CH:41][CH:40]=[CH:39][CH:38]=4)[CH2:32][C:31]([OH:44])=[O:30])[CH:22]=[CH:21]3)[CH:12]=[CH:13][CH:14]=1, predict the reactants needed to synthesize it. The reactants are: C(OC(=O)[N:7]([C:9]1[CH:14]=[CH:13][CH:12]=[C:11]([CH2:15][CH2:16][O:17][C:18]2[CH:19]=[C:20]3[C:24](=[CH:25][CH:26]=2)[NH:23][CH:22]=[CH:21]3)[N:10]=1)[CH3:8])(C)(C)C.C([O:30][C:31](=[O:44])[C:32]#[C:33][C:34]1[CH:35]=[N:36][C:37]2[C:42]([CH:43]=1)=[CH:41][CH:40]=[CH:39][CH:38]=2)C. (4) Given the product [C:7]([C:17]1[S:18][C:19]2[CH:25]=[C:24]([NH2:26])[CH:23]=[CH:22][C:20]=2[N:21]=1)#[N:11], predict the reactants needed to synthesize it. The reactants are: [N+]([O-])([O-])=O.[K+].Cl[C:7]1SC2C=CC=CC=2[N:11]=1.Cl[C:17]1[S:18][C:19]2[CH:25]=[C:24]([N+:26]([O-])=O)[CH:23]=[CH:22][C:20]=2[N:21]=1.[Sn].ClC1SC2C=C(N)C=CC=2N=1.[C-]#N.[K+]. (5) Given the product [Cl:30][C:15]1[C:14]2[N:13]=[C:4]([NH:3][CH2:1][CH3:2])[N:24]([CH2:25][C:26]([CH3:27])([OH:28])[CH3:29])[C:23]=2[C:22]2[CH:21]=[CH:20][CH:19]=[CH:18][C:17]=2[N:16]=1, predict the reactants needed to synthesize it. The reactants are: [CH2:1]([N:3](CC)[CH2:4]C)[CH3:2].C(N=C=S)C.[NH2:13][C:14]1[C:15]([Cl:30])=[N:16][C:17]2[C:22]([C:23]=1[NH:24][CH2:25][C:26]([CH3:29])([OH:28])[CH3:27])=[CH:21][CH:20]=[CH:19][CH:18]=2. (6) Given the product [NH2:1][C:2]1[N:3]=[CH:4][C:5]2[CH2:11][N:10]([C:12]3[CH:13]=[C:14]([CH:18]=[CH:19][CH:20]=3)[C:15]([NH:66][C:65]3[CH:64]=[CH:63][C:62]([O:61][CH:58]4[CH2:59][CH2:60][N:55]([CH3:54])[CH2:56][CH2:57]4)=[CH:68][CH:67]=3)=[O:16])[CH2:9][CH2:8][C:6]=2[N:7]=1, predict the reactants needed to synthesize it. The reactants are: [NH2:1][C:2]1[N:3]=[CH:4][C:5]2[CH2:11][N:10]([C:12]3[CH:13]=[C:14]([CH:18]=[CH:19][CH:20]=3)[C:15](O)=[O:16])[CH2:9][CH2:8][C:6]=2[N:7]=1.C(N(CC)C(C)C)(C)C.CN(C(ON1N=NC2C=CC=CC1=2)=[N+](C)C)C.F[P-](F)(F)(F)(F)F.[CH3:54][N:55]1[CH2:60][CH2:59][CH:58]([O:61][C:62]2[CH:68]=[CH:67][C:65]([NH2:66])=[CH:64][CH:63]=2)[CH2:57][CH2:56]1. (7) Given the product [CH3:1][O:2][C:3](=[O:21])[C:4]([NH:7][C:8]([C:10]1[CH:19]=[CH:18][C:17]2[C:12](=[CH:13][CH:14]=[CH:15][CH:16]=2)[C:11]=1[O:20][CH2:27][C:26]1[CH:29]=[CH:30][C:23]([Br:22])=[CH:24][CH:25]=1)=[O:9])([CH3:6])[CH3:5], predict the reactants needed to synthesize it. The reactants are: [CH3:1][O:2][C:3](=[O:21])[C:4]([NH:7][C:8]([C:10]1[CH:19]=[CH:18][C:17]2[C:12](=[CH:13][CH:14]=[CH:15][CH:16]=2)[C:11]=1[OH:20])=[O:9])([CH3:6])[CH3:5].[Br:22][C:23]1[CH:30]=[CH:29][C:26]([CH2:27]O)=[CH:25][CH:24]=1.C1(P(C2C=CC=CC=2)C2C=CC=CC=2)C=CC=CC=1.CC(OC(/N=N/C(OC(C)C)=O)=O)C.